Dataset: Reaction yield outcomes from USPTO patents with 853,638 reactions. Task: Predict the reaction yield, written as a fraction of the theoretical maximum amount of product (1.0 means a 100% yield; for example, 0.34 means a 34% yield). (1) The reactants are FC1C=C2C(C(C3C=CC(N4CCC(N)CC4)=NC=3)=CN2)=CC=1.[F:24][C:25]1[CH:33]=[C:32]2[C:28]([C:29]([C:41]3[CH:42]=[N:43][C:44]([S:47]([N:50]4[CH2:55][CH2:54][N:53]([S:56]([CH3:59])(=[O:58])=[O:57])[CH2:52][CH2:51]4)(=[O:49])=[O:48])=[CH:45][CH:46]=3)=[CH:30][N:31]2C(OC(C)(C)C)=O)=[CH:27][CH:26]=1. No catalyst specified. The product is [F:24][C:25]1[CH:33]=[C:32]2[C:28]([C:29]([C:41]3[CH:42]=[N:43][C:44]([S:47]([N:50]4[CH2:51][CH2:52][N:53]([S:56]([CH3:59])(=[O:58])=[O:57])[CH2:54][CH2:55]4)(=[O:49])=[O:48])=[CH:45][CH:46]=3)=[CH:30][NH:31]2)=[CH:27][CH:26]=1. The yield is 0.250. (2) The reactants are [N:1]1[C:8]([Cl:9])=[N:7][C:5](Cl)=[N:4]C=1Cl.[NH3:10].[C:11](#[N:13])C. No catalyst specified. The product is [NH2:10][C:5]1[N:4]=[C:11]([NH2:13])[N:1]=[C:8]([Cl:9])[N:7]=1. The yield is 0.790. (3) The reactants are [Cl:1][C:2]1[CH:3]=[C:4]([NH:8][C:9]2[CH:14]=[C:13]([NH:15][CH:16]3[CH2:21][CH2:20][N:19]([C:22]([O:24][C:25]([CH3:28])([CH3:27])[CH3:26])=[O:23])[CH2:18][CH2:17]3)[N:12]3[N:29]=[CH:30][C:31]([CH:32]=O)=[C:11]3[N:10]=2)[CH:5]=[CH:6][CH:7]=1.C(O)C.[NH:37]1[CH2:43][C:41](=[O:42])[NH:40][C:38]1=[O:39].N1CCCCC1. The catalyst is O. The product is [Cl:1][C:2]1[CH:3]=[C:4]([NH:8][C:9]2[CH:14]=[C:13]([NH:15][CH:16]3[CH2:17][CH2:18][N:19]([C:22]([O:24][C:25]([CH3:28])([CH3:26])[CH3:27])=[O:23])[CH2:20][CH2:21]3)[N:12]3[N:29]=[CH:30][C:31]([CH:32]=[C:43]4[C:41](=[O:42])[NH:40][C:38](=[O:39])[NH:37]4)=[C:11]3[N:10]=2)[CH:5]=[CH:6][CH:7]=1. The yield is 0.670. (4) The reactants are [OH:1][C:2]1[C:11]2[C:6](=[N:7][CH:8]=[CH:9][CH:10]=2)[N:5]([CH2:12][CH2:13][CH:14]([CH3:16])[CH3:15])[C:4](=[O:17])[C:3]=1[C:18]1[NH:23][C:22]2[CH:24]=[CH:25][C:26]([NH:28][S:29]([N:32]3[CH2:36][CH2:35]O[C:33]3=O)(=[O:31])=[O:30])=[CH:27][C:21]=2[S:20](=[O:39])(=[O:38])[N:19]=1.Cl.N1CCC1.C(=O)([O-])[O-].[K+].[K+]. The catalyst is C(#N)C. The product is [OH:1][C:2]1[C:11]2[C:6](=[N:7][CH:8]=[CH:9][CH:10]=2)[N:5]([CH2:12][CH2:13][CH:14]([CH3:15])[CH3:16])[C:4](=[O:17])[C:3]=1[C:18]1[NH:23][C:22]2[CH:24]=[CH:25][C:26]([NH:28][S:29]([N:32]3[CH2:36][CH2:35][CH2:33]3)(=[O:30])=[O:31])=[CH:27][C:21]=2[S:20](=[O:39])(=[O:38])[N:19]=1. The yield is 0.0700. (5) The product is [CH3:1][N:2]([CH3:8])[C@@H:3]1[CH2:7][CH2:6][N:5]([C:10]2[C:15]([N+:16]([O-:18])=[O:17])=[CH:14][C:13]([NH:19][C:20]3[N:25]=[C:24]([C:26]4[CH:27]=[N:28][N:29]5[CH2:34][CH2:33][CH2:32][CH2:31][C:30]=45)[CH:23]=[CH:22][N:21]=3)=[C:12]([O:35][CH3:36])[CH:11]=2)[CH2:4]1. The reactants are [CH3:1][N:2]([CH3:8])[C@@H:3]1[CH2:7][CH2:6][NH:5][CH2:4]1.F[C:10]1[C:15]([N+:16]([O-:18])=[O:17])=[CH:14][C:13]([NH:19][C:20]2[N:25]=[C:24]([C:26]3[CH:27]=[N:28][N:29]4[CH2:34][CH2:33][CH2:32][CH2:31][C:30]=34)[CH:23]=[CH:22][N:21]=2)=[C:12]([O:35][CH3:36])[CH:11]=1.CCN(C(C)C)C(C)C. The catalyst is CC(N(C)C)=O. The yield is 0.790. (6) The reactants are [Br:1][C:2]1[C:7]([F:8])=[CH:6][C:5]([CH2:9][OH:10])=[C:4]([Cl:11])[CH:3]=1.[Cl-].[C:13]([SiH:17]([CH3:19])[CH3:18])([CH3:16])([CH3:15])[CH3:14].N1C=CN=C1. The catalyst is CN(C)C=O.C(OCC)(=O)C. The product is [Br:1][C:2]1[C:7]([F:8])=[CH:6][C:5]([CH2:9][O:10][Si:17]([C:13]([CH3:16])([CH3:15])[CH3:14])([CH3:19])[CH3:18])=[C:4]([Cl:11])[CH:3]=1. The yield is 0.890.